Task: Predict the product of the given reaction.. Dataset: Forward reaction prediction with 1.9M reactions from USPTO patents (1976-2016) (1) Given the reactants [CH3:1][O:2][C:3]1[CH:30]=[CH:29][C:6]([CH2:7][N:8]2[C:16]3[CH:15]=[C:14]([CH3:17])[N:13]=[C:12]([NH:18][CH:19]4[CH2:24][CH2:23][O:22][CH2:21][CH2:20]4)[C:11]=3[C:10]([Sn](C)(C)C)=[N:9]2)=[CH:5][CH:4]=1.Br[C:32]1[CH:33]=[C:34]([CH:39]=[CH:40][N:41]=1)[C:35]([O:37][CH3:38])=[O:36].[Li+].[Cl-], predict the reaction product. The product is: [CH3:1][O:2][C:3]1[CH:30]=[CH:29][C:6]([CH2:7][N:8]2[C:16]3[CH:15]=[C:14]([CH3:17])[N:13]=[C:12]([NH:18][CH:19]4[CH2:24][CH2:23][O:22][CH2:21][CH2:20]4)[C:11]=3[C:10]([C:32]3[CH:33]=[C:34]([CH:39]=[CH:40][N:41]=3)[C:35]([O:37][CH3:38])=[O:36])=[N:9]2)=[CH:5][CH:4]=1. (2) Given the reactants [C:1]([NH:4][C:5]1[N:10]=[CH:9][C:8]([C:11]#[C:12][C:13]2[CH:14]=[C:15]([CH:19]=[CH:20][C:21]=2[CH3:22])[C:16]([OH:18])=O)=[CH:7][CH:6]=1)(=[O:3])[CH3:2].[CH3:23][N:24]1[CH2:29][CH2:28][N:27]([CH2:30][C:31]2[CH:37]=[CH:36][C:34]([NH2:35])=[CH:33][C:32]=2[Si:38]([CH3:41])([CH3:40])[CH3:39])[CH2:26][CH2:25]1.CCN=C=NCCCN(C)C.Cl, predict the reaction product. The product is: [C:1]([NH:4][C:5]1[N:10]=[CH:9][C:8]([C:11]#[C:12][C:13]2[CH:14]=[C:15]([CH:19]=[CH:20][C:21]=2[CH3:22])[C:16]([NH:35][C:34]2[CH:36]=[CH:37][C:31]([CH2:30][N:27]3[CH2:26][CH2:25][N:24]([CH3:23])[CH2:29][CH2:28]3)=[C:32]([Si:38]([CH3:39])([CH3:41])[CH3:40])[CH:33]=2)=[O:18])=[CH:7][CH:6]=1)(=[O:3])[CH3:2]. (3) Given the reactants [F:1][C:2]([F:43])([F:42])[C@H:3]([N:29]1[CH2:33][CH2:32][C@H:31]([NH:34][C:35](=[O:41])[O:36][C:37]([CH3:40])([CH3:39])[CH3:38])[CH2:30]1)[C:4]1[CH:5]=[N:6][C:7]([NH:10]/[N:11]=[CH:12]/[C:13]2[CH:22]=[CH:21][C:20]3[C:15](=[C:16]([CH3:28])[C:17]([O:23][CH2:24][CH2:25][O:26][CH3:27])=[CH:18][CH:19]=3)[N:14]=2)=[CH:8][CH:9]=1.C(O)(=O)C.C(O)(=O)C.I(C1C=CC=CC=1)=O, predict the reaction product. The product is: [F:43][C:2]([F:42])([F:1])[C@H:3]([N:29]1[CH2:33][CH2:32][C@H:31]([NH:34][C:35](=[O:41])[O:36][C:37]([CH3:40])([CH3:38])[CH3:39])[CH2:30]1)[C:4]1[CH:9]=[CH:8][C:7]2[N:6]([C:12]([C:13]3[CH:22]=[CH:21][C:20]4[C:15](=[C:16]([CH3:28])[C:17]([O:23][CH2:24][CH2:25][O:26][CH3:27])=[CH:18][CH:19]=4)[N:14]=3)=[N:11][N:10]=2)[CH:5]=1. (4) Given the reactants Cl[CH2:2][C:3]1[CH:22]=[CH:21][C:6]([O:7][CH2:8][C:9]2[N:10]=[C:11]([C:15]3[CH:20]=[CH:19][CH:18]=[CH:17][CH:16]=3)[O:12][C:13]=2[CH3:14])=[CH:5][CH:4]=1.[SH:23][C:24]1[CH:29]=[CH:28][C:27]([CH2:30][CH2:31][C:32]([OH:34])=[O:33])=[CH:26][CH:25]=1.C(N(CC)CC)C.Cl, predict the reaction product. The product is: [CH3:14][C:13]1[O:12][C:11]([C:15]2[CH:20]=[CH:19][CH:18]=[CH:17][CH:16]=2)=[N:10][C:9]=1[CH2:8][O:7][C:6]1[CH:21]=[CH:22][C:3]([CH2:2][S:23][C:24]2[CH:25]=[CH:26][C:27]([CH2:30][CH2:31][C:32]([OH:34])=[O:33])=[CH:28][CH:29]=2)=[CH:4][CH:5]=1. (5) Given the reactants Br[C:2]1[C:3]([O:9][C@H:10]2[CH2:14][CH2:13][O:12][CH2:11]2)=[N:4][C:5]([NH2:8])=[N:6][CH:7]=1.C[C:16]([N:18](C)C)=O, predict the reaction product. The product is: [NH2:8][C:5]1[N:4]=[C:3]([O:9][C@H:10]2[CH2:14][CH2:13][O:12][CH2:11]2)[C:2]([C:16]#[N:18])=[CH:7][N:6]=1. (6) The product is: [C:3]([O:7][C:8]([N:10]1[CH2:14][CH2:13][C@@H:12]([O:15][CH2:18][C:19]2[CH:20]=[N:21][CH:22]=[CH:23][CH:24]=2)[CH2:11]1)=[O:9])([CH3:6])([CH3:4])[CH3:5]. Given the reactants [H-].[Na+].[C:3]([O:7][C:8]([N:10]1[CH2:14][CH2:13][C@@H:12]([OH:15])[CH2:11]1)=[O:9])([CH3:6])([CH3:5])[CH3:4].Cl.Cl[CH2:18][C:19]1[CH:20]=[N:21][CH:22]=[CH:23][CH:24]=1, predict the reaction product. (7) Given the reactants [CH3:1]C1C=CC(C(N)=O)=CC=1NC(N)=S.[CH:15]([O:18][C:19]1[CH:27]=[CH:26][C:22]([C:23]([NH2:25])=[O:24])=[CH:21][C:20]=1[N:28]=[C:29]=[S:30])(C)C, predict the reaction product. The product is: [N:28]([C:20]1[C:19]([O:18][CH3:15])=[CH:27][C:26]([CH3:1])=[C:22]([CH:21]=1)[C:23]([NH2:25])=[O:24])=[C:29]=[S:30]. (8) The product is: [N+:19]([C:10]1[CH:11]=[N:12][C:13]2[C:18]([C:9]=1[NH:22][CH:23]([CH3:30])[CH2:24][C:25]([O:27][CH2:28][CH3:29])=[O:26])=[CH:17][CH:16]=[CH:15][CH:14]=2)([O-:21])=[O:20]. Given the reactants C(N(CC)CC)C.Cl[C:9]1[C:18]2[C:13](=[CH:14][CH:15]=[CH:16][CH:17]=2)[N:12]=[CH:11][C:10]=1[N+:19]([O-:21])=[O:20].[NH2:22][CH:23]([CH3:30])[CH2:24][C:25]([O:27][CH2:28][CH3:29])=[O:26].O, predict the reaction product.